From a dataset of Peptide-MHC class I binding affinity with 185,985 pairs from IEDB/IMGT. Regression. Given a peptide amino acid sequence and an MHC pseudo amino acid sequence, predict their binding affinity value. This is MHC class I binding data. The binding affinity (normalized) is 1.00. The peptide sequence is RVMPVFAFK. The MHC is HLA-A30:01 with pseudo-sequence HLA-A30:01.